Task: Regression. Given a peptide amino acid sequence and an MHC pseudo amino acid sequence, predict their binding affinity value. This is MHC class I binding data.. Dataset: Peptide-MHC class I binding affinity with 185,985 pairs from IEDB/IMGT (1) The peptide sequence is LLGLWGIAAS. The MHC is HLA-A02:03 with pseudo-sequence HLA-A02:03. The binding affinity (normalized) is 0.397. (2) The peptide sequence is LQGGGPPYG. The MHC is HLA-B27:05 with pseudo-sequence HLA-B27:05. The binding affinity (normalized) is 0. (3) The peptide sequence is SEVCDHRLM. The MHC is HLA-B44:03 with pseudo-sequence HLA-B44:03. The binding affinity (normalized) is 0.600.